Predict the product of the given reaction. From a dataset of Forward reaction prediction with 1.9M reactions from USPTO patents (1976-2016). (1) Given the reactants [Cl:1][C:2]1[CH:9]=[CH:8][CH:7]=[C:6]([F:10])[C:3]=1[CH2:4]Cl.[NH:11]1[CH2:16][CH2:15][NH:14][CH2:13][CH2:12]1, predict the reaction product. The product is: [Cl:1][C:2]1[CH:9]=[CH:8][CH:7]=[C:6]([F:10])[C:3]=1[CH2:4][N:11]1[CH2:16][CH2:15][NH:14][CH2:13][CH2:12]1. (2) The product is: [NH2:31][CH:27]1[CH2:28][CH2:29][CH2:30][N:25]([C:22]([C:21]2[CH:20]=[CH:19][C:4]([C:5]([NH:7][CH2:8][C:9]3[NH:13][C:12]4[CH:14]=[CH:15][C:16]([Cl:18])=[CH:17][C:11]=4[N:10]=3)=[O:6])=[CH:3][C:2]=2[Cl:1])=[O:24])[CH2:26]1. Given the reactants [Cl:1][C:2]1[CH:3]=[C:4]([CH:19]=[CH:20][C:21]=1[C:22]([OH:24])=O)[C:5]([NH:7][CH2:8][C:9]1[NH:13][C:12]2[CH:14]=[CH:15][C:16]([Cl:18])=[CH:17][C:11]=2[N:10]=1)=[O:6].[NH:25]1[CH2:30][CH2:29][CH2:28][CH:27]([NH:31]C(=O)OC(C)(C)C)[CH2:26]1.CN(C(ON1N=NC2C=CC=CC1=2)=[N+](C)C)C.[B-](F)(F)(F)F.FC(F)(F)C(O)=O, predict the reaction product. (3) Given the reactants CC(C)([O-])C.[K+].[CH3:7][O:8][C:9](=[O:22])[CH2:10][NH:11][C:12]1[CH:21]=[CH:20][CH:19]=[CH:18][C:13]=1[C:14](OC)=[O:15].C(O)(=O)C, predict the reaction product. The product is: [OH:15][C:14]1[C:13]2[C:12](=[CH:21][CH:20]=[CH:19][CH:18]=2)[NH:11][C:10]=1[C:9]([O:8][CH3:7])=[O:22]. (4) Given the reactants CC1(C)C(C)(C)OB([C:9]2[CH:14]=[CH:13][N:12]=[C:11]3[N:15]([S:31]([C:34]4[CH:40]=[CH:39][C:37]([CH3:38])=[CH:36][CH:35]=4)(=[O:33])=[O:32])[C:16]([C:18]4[CH2:23][CH2:22][N:21]([C:24]([O:26][C:27]([CH3:30])([CH3:29])[CH3:28])=[O:25])[CH2:20][CH:19]=4)=[CH:17][C:10]=23)O1.Br[C:43]1[CH:44]=[CH:45][C:46]([C:49]([NH:51][CH3:52])=[O:50])=[N:47][CH:48]=1.C(=O)(O)[O-].[Na+], predict the reaction product. The product is: [CH3:52][NH:51][C:49]([C:46]1[N:47]=[CH:48][C:43]([C:9]2[CH:14]=[CH:13][N:12]=[C:11]3[N:15]([S:31]([C:34]4[CH:40]=[CH:39][C:37]([CH3:38])=[CH:36][CH:35]=4)(=[O:33])=[O:32])[C:16]([C:18]4[CH2:23][CH2:22][N:21]([C:24]([O:26][C:27]([CH3:30])([CH3:29])[CH3:28])=[O:25])[CH2:20][CH:19]=4)=[CH:17][C:10]=23)=[CH:44][CH:45]=1)=[O:50]. (5) Given the reactants [CH3:1][O:2][C:3]1[CH:4]=[C:5]([C:13]2[CH:21]=[C:20]3[C:16]([C:17]([CH:22]=O)=[N:18][NH:19]3)=[CH:15][CH:14]=2)[CH:6]=[CH:7][C:8]=1[O:9][CH2:10][O:11][CH3:12].C(O)(=O)C.[NH2:28][C:29]1[CH:34]=[CH:33][CH:32]=[CH:31][C:30]=1[NH2:35], predict the reaction product. The product is: [NH:28]1[C:29]2[CH:34]=[CH:33][CH:32]=[CH:31][C:30]=2[N:35]=[C:22]1[C:17]1[C:16]2[C:20](=[CH:21][C:13]([C:5]3[CH:6]=[CH:7][C:8]([O:9][CH2:10][O:11][CH3:12])=[C:3]([O:2][CH3:1])[CH:4]=3)=[CH:14][CH:15]=2)[NH:19][N:18]=1. (6) Given the reactants [Cl:1][C:2]([F:27])([F:26])[O:3][C:4]1[CH:9]=[CH:8][C:7]([NH:10][C:11](=[O:25])[C:12]2[CH:17]=[C:16](I)[C:15]([N:19]3[CH2:22][C:21]([OH:24])([CH3:23])[CH2:20]3)=[N:14][CH:13]=2)=[CH:6][CH:5]=1.[F:28][C:29]1[CH:30]=[N:31][NH:32][C:33]=1[Sn](CCCC)(CCCC)CCCC, predict the reaction product. The product is: [Cl:1][C:2]([F:27])([F:26])[O:3][C:4]1[CH:9]=[CH:8][C:7]([NH:10][C:11](=[O:25])[C:12]2[CH:17]=[C:16]([C:33]3[NH:32][N:31]=[CH:30][C:29]=3[F:28])[C:15]([N:19]3[CH2:22][C:21]([OH:24])([CH3:23])[CH2:20]3)=[N:14][CH:13]=2)=[CH:6][CH:5]=1. (7) The product is: [CH2:1]1[C:10]2[C:5](=[CH:6][CH:7]=[CH:8][CH:9]=2)[CH2:4][CH2:3][N:2]1[S:11]([C:14]1[CH:15]=[C:16]2[C:20](=[CH:21][CH:22]=1)[NH:19][C:18](=[O:23])[C:17]2=[CH:41][C:36]1[NH:37][C:38]2[C:34]([CH:35]=1)=[CH:33][C:32]([O:31][CH2:30][CH2:29][N:24]1[CH2:28][CH2:27][CH2:26][CH2:25]1)=[CH:40][CH:39]=2)(=[O:13])=[O:12]. Given the reactants [CH2:1]1[C:10]2[C:5](=[CH:6][CH:7]=[CH:8][CH:9]=2)[CH2:4][CH2:3][N:2]1[S:11]([C:14]1[CH:15]=[C:16]2[C:20](=[CH:21][CH:22]=1)[NH:19][C:18](=[O:23])[CH2:17]2)(=[O:13])=[O:12].[N:24]1([CH2:29][CH2:30][O:31][C:32]2[CH:33]=[C:34]3[C:38](=[CH:39][CH:40]=2)[NH:37][C:36]([CH:41]=O)=[CH:35]3)[CH2:28][CH2:27][CH2:26][CH2:25]1, predict the reaction product. (8) Given the reactants [CH3:1][NH:2][CH3:3].[CH2:4]([O:8][CH2:9][CH:10]=[CH2:11])[CH:5]1[O:7][CH2:6]1, predict the reaction product. The product is: [CH2:9]([O:8][CH2:4][CH:5]([OH:7])[CH2:6][N:2]([CH3:3])[CH3:1])[CH:10]=[CH2:11]. (9) Given the reactants C(Cl)(=O)C(Cl)=O.[CH3:7][O:8][CH2:9][CH:10]1[CH2:14][CH2:13][CH2:12][N:11]1[C:15]1[C:23]([CH3:24])=[CH:22][C:18]([C:19]([OH:21])=O)=[CH:17][N:16]=1.[F:25][C:26]1[CH:27]=[CH:28][C:29]([O:36][CH3:37])=[C:30]([C:32](=[N:34]O)[NH2:33])[CH:31]=1.CCN(C(C)C)C(C)C, predict the reaction product. The product is: [F:25][C:26]1[CH:27]=[CH:28][C:29]([O:36][CH3:37])=[C:30]([C:32]2[N:33]=[C:19]([C:18]3[CH:22]=[C:23]([CH3:24])[C:15]([N:11]4[CH2:12][CH2:13][CH2:14][CH:10]4[CH2:9][O:8][CH3:7])=[N:16][CH:17]=3)[O:21][N:34]=2)[CH:31]=1. (10) Given the reactants [C:1]1([N:7]2[CH:11]=[CH:10][C:9]([NH2:12])=[N:8]2)[CH:6]=[CH:5][CH:4]=[CH:3][CH:2]=1.[CH3:13][C:14](=O)[CH2:15][CH2:16][C:17](=O)[CH3:18], predict the reaction product. The product is: [CH3:18][C:17]1[N:12]([C:9]2[CH:10]=[CH:11][N:7]([C:1]3[CH:2]=[CH:3][CH:4]=[CH:5][CH:6]=3)[N:8]=2)[C:14]([CH3:13])=[CH:15][CH:16]=1.